Predict the reaction yield, written as a fraction of the theoretical maximum amount of product (1.0 means a 100% yield; for example, 0.34 means a 34% yield). From a dataset of Reaction yield outcomes from USPTO patents with 853,638 reactions. (1) The reactants are [H-].[Al+3].[Li+].[H-].[H-].[H-].[C:7]([NH:10][CH2:11][CH2:12][N:13]([CH2:26][CH2:27][C:28]12[CH2:37][CH:32]3[CH2:33][CH:34]([CH2:36][CH:30]([CH2:31]3)[CH2:29]1)[CH2:35]2)[C:14]([NH:16][CH2:17][CH2:18][CH2:19][C:20]1[CH:25]=[CH:24][N:23]=[CH:22][CH:21]=1)=[O:15])(=O)[CH3:8].C(OCC)(=O)C.[OH-].[Na+]. The catalyst is C(OCC)C.O1CCCC1. The product is [C:28]12([CH2:27][CH2:26][N:13]([CH2:12][CH2:11][NH:10][CH2:7][CH3:8])[C:14]([NH:16][CH2:17][CH2:18][CH2:19][C:20]3[CH:25]=[CH:24][N:23]=[CH:22][CH:21]=3)=[O:15])[CH2:35][CH:34]3[CH2:33][CH:32]([CH2:31][CH:30]([CH2:36]3)[CH2:29]1)[CH2:37]2. The yield is 0.498. (2) The reactants are C(OC([NH:8][C:9]1[C:19]([CH3:20])=[CH:18][C:12]([O:13][CH2:14][C:15]([OH:17])=O)=[C:11]([CH3:21])[C:10]=1[CH3:22])=O)(C)(C)C.C(OC([N:30]1[CH2:35][CH2:34][CH:33]([NH:36][CH3:37])[CH2:32][CH2:31]1)=O)(C)(C)C.F[P-](F)(F)(F)(F)F.N1(O[P+](N(C)C)(N(C)C)N(C)C)C2C=CC=CC=2N=N1.C(=O)([O-])O.[Na+].FC(F)(F)C(O)=O. The catalyst is CN(C)C=O.C(Cl)Cl.C(N(CC)CC)C. The product is [NH2:8][C:9]1[C:19]([CH3:20])=[CH:18][C:12]([O:13][CH2:14][C:15]([N:36]([CH3:37])[CH:33]2[CH2:34][CH2:35][NH:30][CH2:31][CH2:32]2)=[O:17])=[C:11]([CH3:21])[C:10]=1[CH3:22]. The yield is 0.810. (3) The reactants are [F:1][C:2]([F:34])([F:33])[C:3]1[CH:28]=[C:27]([C:29]([F:32])([F:31])[F:30])[CH:26]=[CH:25][C:4]=1[CH2:5][O:6][C:7]1[CH:12]=[CH:11][C:10](/[CH:13]=[C:14]2\[NH:15][C:16](=[O:22])[N:17]([CH2:20][CH3:21])[C:18]\2=[NH:19])=[CH:9][C:8]=1[O:23][CH3:24].[CH3:35]C(C)([O-])C.[K+].CI.[Cl-].[NH4+]. The catalyst is O1CCCC1.C(OCC)(=O)C. The product is [F:34][C:2]([F:1])([F:33])[C:3]1[CH:28]=[C:27]([C:29]([F:31])([F:30])[F:32])[CH:26]=[CH:25][C:4]=1[CH2:5][O:6][C:7]1[CH:12]=[CH:11][C:10](/[CH:13]=[C:14]2\[N:15]([CH3:35])[C:16](=[O:22])[N:17]([CH2:20][CH3:21])[C:18]\2=[NH:19])=[CH:9][C:8]=1[O:23][CH3:24]. The yield is 0.400. (4) The catalyst is O1CCOCC1.O.CCOC(C)=O.C1(P(C2CCCCC2)C2C=CC=CC=2C2C(C(C)C)=CC(C(C)C)=CC=2C(C)C)CCCCC1.NC1C=CC=CC=1C1C=CC=CC=1[Pd]Cl. The reactants are [C:1]([O:5][C:6]([N:8]([C:24]([O:26][C:27]([CH3:30])([CH3:29])[CH3:28])=[O:25])[C:9]1[O:17][C:16]2[C:11](=[N:12][CH:13]=[C:14](Br)[CH:15]=2)[C:10]=1[C:19]([O:21][CH2:22][CH3:23])=[O:20])=[O:7])([CH3:4])([CH3:3])[CH3:2].[CH3:31][C:32]1(C)C(C)(C)OB(C=C)O1.[O-]P([O-])([O-])=O.[K+].[K+].[K+]. The yield is 0.980. The product is [C:1]([O:5][C:6]([N:8]([C:24]([O:26][C:27]([CH3:30])([CH3:29])[CH3:28])=[O:25])[C:9]1[O:17][C:16]2[C:11](=[N:12][CH:13]=[C:14]([CH:31]=[CH2:32])[CH:15]=2)[C:10]=1[C:19]([O:21][CH2:22][CH3:23])=[O:20])=[O:7])([CH3:4])([CH3:3])[CH3:2]. (5) The reactants are C([O-])(=O)C.[NH4+].C([O:9][C:10]1[CH:26]=[CH:25][C:13]([C:14]([O:16][CH2:17][CH:18]2[CH2:22][O:21][C:20]([CH3:24])([CH3:23])[O:19]2)=[O:15])=[CH:12][CH:11]=1)(=O)C. The catalyst is CO. The product is [OH:9][C:10]1[CH:11]=[CH:12][C:13]([C:14]([O:16][CH2:17][CH:18]2[CH2:22][O:21][C:20]([CH3:24])([CH3:23])[O:19]2)=[O:15])=[CH:25][CH:26]=1. The yield is 1.00. (6) The reactants are Cl[C:2]1[N:7]=[C:6]([C:8]2[CH:13]=[CH:12][N:11]=[CH:10][CH:9]=2)[C:5]([C:14]2[CH:19]=[CH:18][C:17]([Cl:20])=[CH:16][CH:15]=2)=[CH:4][N:3]=1.O.[NH2:22][NH2:23]. The catalyst is N1C=CC=CC=1. The product is [Cl:20][C:17]1[CH:18]=[CH:19][C:14]([C:5]2[C:6]([C:8]3[CH:13]=[CH:12][N:11]=[CH:10][CH:9]=3)=[N:7][C:2]([NH:22][NH2:23])=[N:3][CH:4]=2)=[CH:15][CH:16]=1. The yield is 0.990. (7) The reactants are [Br:1][C:2]1[CH:7]=[CH:6][C:5]([O:8][CH:9]([F:11])[F:10])=[C:4]([O:12][CH3:13])[C:3]=1[O:14]COC.Cl. The catalyst is CO. The product is [Br:1][C:2]1[C:3]([OH:14])=[C:4]([O:12][CH3:13])[C:5]([O:8][CH:9]([F:10])[F:11])=[CH:6][CH:7]=1. The yield is 0.930. (8) The reactants are [H-].[Na+].[Br:3][C:4]1[CH:9]=[CH:8][CH:7]=[CH:6][C:5]=1[OH:10].[CH3:11][O:12][CH2:13]Br.O. The catalyst is CN(C=O)C. The product is [CH3:11][O:12][CH2:13][O:10][C:5]1[CH:6]=[CH:7][CH:8]=[CH:9][C:4]=1[Br:3]. The yield is 0.530.